Task: Predict the reactants needed to synthesize the given product.. Dataset: Full USPTO retrosynthesis dataset with 1.9M reactions from patents (1976-2016) (1) Given the product [CH3:1][O:2][CH2:3][CH2:4][O:5][S:14]([CH3:13])(=[O:16])=[O:15], predict the reactants needed to synthesize it. The reactants are: [CH3:1][O:2][CH2:3][CH2:4][OH:5].C(N(CC)CC)C.[CH3:13][S:14](Cl)(=[O:16])=[O:15]. (2) Given the product [Cl:9][C:10]1[C:15]([NH:6][C:5]2[CH:7]=[CH:8][C:2]([Cl:1])=[CH:3][CH:4]=2)=[N:14][C:13]([F:17])=[N:12][C:11]=1[N:18]1[CH2:23][CH2:22][O:21][CH2:20][CH2:19]1, predict the reactants needed to synthesize it. The reactants are: [Cl:1][C:2]1[CH:8]=[CH:7][C:5]([NH2:6])=[CH:4][CH:3]=1.[Cl:9][C:10]1[C:11]([N:18]2[CH2:23][CH2:22][O:21][CH2:20][CH2:19]2)=[N:12][C:13]([F:17])=[N:14][C:15]=1F.C(N(CC)C(C)C)(C)C. (3) Given the product [Cl:15][C:16]1[CH:23]=[CH:22][CH:21]=[CH:20][C:17]=1[CH2:18][N:9]1[C:10]([CH3:14])([CH3:13])[C:11](=[O:12])[N:8]1[CH:1]1[CH2:2][CH2:3][CH2:4][CH2:5][CH2:6][CH2:7]1, predict the reactants needed to synthesize it. The reactants are: [CH:1]1([N:8]2[C:11](=[O:12])[C:10]([CH3:14])([CH3:13])[NH:9]2)[CH2:7][CH2:6][CH2:5][CH2:4][CH2:3][CH2:2]1.[Cl:15][C:16]1[CH:23]=[CH:22][CH:21]=[CH:20][C:17]=1[CH2:18]Br. (4) Given the product [C:1]([NH:9][C@@H:10]1[CH2:19][CH2:18][C:13](=[O:14])[CH2:12][C@@H:11]1[C:20]([OH:22])=[O:21])(=[O:8])[C:2]1[CH:7]=[CH:6][CH:5]=[CH:4][CH:3]=1, predict the reactants needed to synthesize it. The reactants are: [C:1]([NH:9][C@@H:10]1[CH2:19][CH2:18][C:13]2(OCC[O:14]2)[CH2:12][C@@H:11]1[C:20]([OH:22])=[O:21])(=[O:8])[C:2]1[CH:7]=[CH:6][CH:5]=[CH:4][CH:3]=1.Cl. (5) Given the product [NH2:8][C:6]1[N:5]2[N:25]=[CH:26][C:27]([C:28]3[CH:29]=[N:30][C:31]4[C:36]([CH:37]=3)=[CH:35][CH:34]=[CH:33][CH:32]=4)=[C:4]2[N:3]=[C:2]([N:44]2[CH2:45][CH2:46][CH:42]([C:40]([O:39][CH3:38])=[O:41])[CH2:43]2)[CH:7]=1, predict the reactants needed to synthesize it. The reactants are: Cl[C:2]1[CH:7]=[C:6]([N:8](COCC[Si](C)(C)C)COCC[Si](C)(C)C)[N:5]2[N:25]=[CH:26][C:27]([C:28]3[CH:29]=[N:30][C:31]4[C:36]([CH:37]=3)=[CH:35][CH:34]=[CH:33][CH:32]=4)=[C:4]2[N:3]=1.[CH3:38][O:39][C:40]([CH:42]1[CH2:46][CH2:45][NH:44][CH2:43]1)=[O:41].C(N(C(C)C)C(C)C)C. (6) The reactants are: C[Si]([N-][Si](C)(C)C)(C)C.[Na+].[Cl-].[CH3:12][O:13][CH2:14][P+](C1C=CC=CC=1)(C1C=CC=CC=1)C1C=CC=CC=1.[CH:34]12[O:41][CH:38]([CH2:39][CH2:40]1)[CH2:37][C:36](=O)[CH2:35]2. Given the product [CH3:12][O:13][CH:14]=[C:36]1[CH2:37][CH:38]2[O:41][CH:34]([CH2:40][CH2:39]2)[CH2:35]1, predict the reactants needed to synthesize it. (7) Given the product [F:27][C:28]([F:33])([F:32])[C:29]([OH:31])=[O:30].[CH3:1][O:2][C:3]([C@@H:5]1[N:10]([C:11](=[O:19])[C:12]2[CH:17]=[CH:16][C:15]([Cl:18])=[CH:14][CH:13]=2)[CH2:9][CH2:8][N:7]([C:20]([O:22][C:23]([CH3:26])([CH3:25])[CH3:24])=[O:21])[CH2:6]1)=[O:4], predict the reactants needed to synthesize it. The reactants are: [CH3:1][O:2][C:3]([C@@H:5]1[N:10]([C:11](=[O:19])[C:12]2[CH:17]=[CH:16][C:15]([Cl:18])=[CH:14][CH:13]=2)[CH2:9][CH2:8][N:7]([C:20]([O:22][C:23]([CH3:26])([CH3:25])[CH3:24])=[O:21])[CH2:6]1)=[O:4].[F:27][C:28]([F:33])([F:32])[C:29]([OH:31])=[O:30]. (8) Given the product [Br:8][C:9]1[CH:10]=[CH:11][C:12]([C:15]2([CH2:18][C:20]3[CH:21]=[CH:22][CH:23]=[CH:24][CH:25]=3)[CH2:16][CH2:17]2)=[CH:13][CH:14]=1, predict the reactants needed to synthesize it. The reactants are: C(O)COCCO.[Br:8][C:9]1[CH:14]=[CH:13][C:12]([C:15]2([C:18]([C:20]3[CH:25]=[CH:24][CH:23]=[CH:22][CH:21]=3)=O)[CH2:17][CH2:16]2)=[CH:11][CH:10]=1.O.NN.[OH-].[K+].